This data is from Full USPTO retrosynthesis dataset with 1.9M reactions from patents (1976-2016). The task is: Predict the reactants needed to synthesize the given product. (1) Given the product [F:1][C:2]1[CH:10]=[CH:9][CH:8]=[C:7]([NH:11][C:12]2[N:17]=[C:16]([NH:18][C:19]3[CH:27]=[C:26]4[C:22]([CH2:23][CH2:24][N:25]4[C:35](=[O:36])[CH2:34][NH2:38])=[CH:21][C:20]=3[O:28][CH3:29])[NH:15][C:14]3=[N:30][CH:31]=[CH:32][C:13]=23)[C:3]=1[C:4]([NH2:6])=[O:5], predict the reactants needed to synthesize it. The reactants are: [F:1][C:2]1[CH:10]=[CH:9][CH:8]=[C:7]([NH:11][C:12]2[N:17]=[C:16]([NH:18][C:19]3[CH:27]=[C:26]4[C:22]([CH2:23][CH2:24][NH:25]4)=[CH:21][C:20]=3[O:28][CH3:29])[NH:15][C:14]3=[N:30][CH:31]=[CH:32][C:13]=23)[C:3]=1[C:4]([NH2:6])=[O:5].Br[CH2:34][C:35](Cl)=[O:36].[NH4+:38].[OH-]. (2) Given the product [CH:2]1([CH3:1])[CH2:3][CH2:4][CH:5]([CH:9]([CH3:10])[CH3:11])[CH:6]([OH:8])[CH2:7]1, predict the reactants needed to synthesize it. The reactants are: [CH3:1][C@H:2]1[CH2:7][C@@H:6]([OH:8])[C@H:5]([CH:9]([CH3:11])[CH3:10])[CH2:4][CH2:3]1.O[C@@H](C)CC(OC1(C)CCC(C(C)C)CC1)=O. (3) Given the product [C:31]([O:34][CH2:35][C:36]([NH:1][C:2]1[CH:29]=[CH:28][C:5]([CH2:6][N:7]2[CH2:12][CH2:11][CH:10]([NH:13][C:14]([C:16]3[O:17][C:18]4[C:23]([C:24](=[O:26])[CH:25]=3)=[CH:22][CH:21]=[C:20]([F:27])[CH:19]=4)=[O:15])[CH2:9][CH2:8]2)=[CH:4][C:3]=1[F:30])=[O:37])(=[O:33])[CH3:32], predict the reactants needed to synthesize it. The reactants are: [NH2:1][C:2]1[CH:29]=[CH:28][C:5]([CH2:6][N:7]2[CH2:12][CH2:11][CH:10]([NH:13][C:14]([C:16]3[O:17][C:18]4[C:23]([C:24](=[O:26])[CH:25]=3)=[CH:22][CH:21]=[C:20]([F:27])[CH:19]=4)=[O:15])[CH2:9][CH2:8]2)=[CH:4][C:3]=1[F:30].[C:31]([O:34][CH2:35][C:36](O)=[O:37])(=[O:33])[CH3:32].CCN=C=NCCCN(C)C.C1C=CC2N(O)N=NC=2C=1.CN1CCOCC1. (4) Given the product [C:20]([O:19][C:18]([N:17]([CH3:25])[C@@H:14]1[CH2:15][CH2:16][N:12]([C:2]([O:4][CH2:5][C:6]2[CH:11]=[CH:10][CH:9]=[CH:8][CH:7]=2)=[O:3])[CH2:13]1)=[O:24])([CH3:21])([CH3:23])[CH3:22], predict the reactants needed to synthesize it. The reactants are: Cl[C:2]([O:4][CH2:5][C:6]1[CH:11]=[CH:10][CH:9]=[CH:8][CH:7]=1)=[O:3].[NH:12]1[CH2:16][CH2:15][C@@H:14]([NH:17][C:18](=[O:24])[O:19][C:20]([CH3:23])([CH3:22])[CH3:21])[CH2:13]1.[CH2:25](N(CC)CC)C.[H-].[Na+].CI. (5) Given the product [Cl:18][C:4]1[CH:3]=[C:2]([CH3:1])[N:7]=[C:6](/[CH:8]=[CH:9]/[C:10]2[S:11][CH:12]=[CH:13][CH:14]=2)[N:5]=1, predict the reactants needed to synthesize it. The reactants are: [CH3:1][C:2]1[N:7]=[C:6](/[CH:8]=[CH:9]/[C:10]2[S:11][CH:12]=[CH:13][CH:14]=2)[N:5]=[C:4](O)[CH:3]=1.O=P(Cl)(Cl)[Cl:18]. (6) Given the product [Cl:17][C:7]1[CH:6]=[CH:5][C:4]([O:8][CH3:9])=[CH:3][C:2]=1[I:1], predict the reactants needed to synthesize it. The reactants are: [I:1][C:2]1[CH:7]=[CH:6][CH:5]=[C:4]([O:8][CH3:9])[CH:3]=1.C1C(=O)N([Cl:17])C(=O)C1.